Regression/Classification. Given a drug SMILES string, predict its absorption, distribution, metabolism, or excretion properties. Task type varies by dataset: regression for continuous measurements (e.g., permeability, clearance, half-life) or binary classification for categorical outcomes (e.g., BBB penetration, CYP inhibition). Dataset: cyp3a4_veith. From a dataset of CYP3A4 inhibition data for predicting drug metabolism from PubChem BioAssay. (1) The compound is O=C(Nc1cccc(F)c1)N1CCC2(CCNCC2)CC1. The result is 0 (non-inhibitor). (2) The compound is NC(N)=N[C@H]1C(O)[C@@H](N=C(N)N)[C@H](O)C(O)[C@@H]1O.O=S(=O)(O)O. The result is 0 (non-inhibitor). (3) The molecule is CN1CCN(c2cc(N3CCCC3)c([N+](=O)[O-])cc2F)CC1. The result is 0 (non-inhibitor). (4) The molecule is COC(=O)CSc1ncc(OC)c(OC)n1. The result is 0 (non-inhibitor). (5) The drug is O=[N+]([O-])c1cccc2cn[nH]c12. The result is 0 (non-inhibitor). (6) The compound is O=C1C2=CC[C@H]3C(=O)N(c4cccc(Oc5ccccc5)c4)C(=O)[C@@H]3[C@@H]2[C@H](O)[C@@H]2O[C@H]12. The result is 0 (non-inhibitor).